This data is from Full USPTO retrosynthesis dataset with 1.9M reactions from patents (1976-2016). The task is: Predict the reactants needed to synthesize the given product. (1) Given the product [ClH:22].[CH2:19]([N:4]([CH2:1][CH2:2][CH3:3])[CH2:5][CH2:6][CH2:7][CH2:8][NH:9][CH2:10][C:11]1[CH:12]=[CH:13][C:14]([CH2:15][NH2:16])=[CH:17][CH:18]=1)[CH2:20][CH3:21], predict the reactants needed to synthesize it. The reactants are: [CH2:1]([N:4]([CH2:19][CH2:20][CH3:21])[CH2:5][CH2:6][CH2:7][CH2:8][NH:9][CH2:10][C:11]1[CH:18]=[CH:17][C:14]([CH2:15][NH2:16])=[CH:13][CH:12]=1)[CH2:2][CH3:3].[ClH:22].CO. (2) Given the product [CH3:12][CH:13]1[CH:18]([S:8]([C:2]2[CH:3]=[CH:4][CH:5]=[CH:6][CH:7]=2)(=[O:10])=[O:11])[CH2:17][CH2:16][CH2:15][C:14]1=[O:19], predict the reactants needed to synthesize it. The reactants are: [Na].[C:2]1([S:8]([OH:11])(=[O:10])=O)[CH:7]=[CH:6][CH:5]=[CH:4][CH:3]=1.[CH3:12][C:13]1[C:14](=[O:19])[CH2:15][CH2:16][CH2:17][CH:18]=1.Cl.